Task: Predict the product of the given reaction.. Dataset: Forward reaction prediction with 1.9M reactions from USPTO patents (1976-2016) (1) Given the reactants [F:1][C:2]1[CH:27]=[CH:26][C:5]([CH2:6][N:7]2[C:15]3[C:10](=[CH:11][CH:12]=[CH:13][CH:14]=3)[CH:9]=[C:8]2[C:16]([N:18]2[CH2:23][CH2:22][CH:21]([CH:24]=O)[CH2:20][CH2:19]2)=[O:17])=[CH:4][CH:3]=1.[CH2:28]([NH2:35])[C:29]1[CH:34]=[CH:33][CH:32]=[CH:31][CH:30]=1.C([BH3-])#N.[Na+].C(O)(=O)C, predict the reaction product. The product is: [CH2:28]([NH:35][CH2:24][CH:21]1[CH2:22][CH2:23][N:18]([C:16]([C:8]2[N:7]([CH2:6][C:5]3[CH:26]=[CH:27][C:2]([F:1])=[CH:3][CH:4]=3)[C:15]3[C:10]([CH:9]=2)=[CH:11][CH:12]=[CH:13][CH:14]=3)=[O:17])[CH2:19][CH2:20]1)[C:29]1[CH:34]=[CH:33][CH:32]=[CH:31][CH:30]=1. (2) The product is: [CH2:16]([O:18][C:19]1[N:23]([CH2:24][C:25]2[CH:30]=[CH:29][C:28]([C:31]3[CH:36]=[CH:35][CH:34]=[CH:33][C:32]=3[C:37]3[N:41]([C:42]([C:55]4[CH:56]=[CH:57][CH:58]=[CH:59][CH:60]=4)([C:49]4[CH:54]=[CH:53][CH:52]=[CH:51][CH:50]=4)[C:43]4[CH:48]=[CH:47][CH:46]=[CH:45][CH:44]=4)[N:40]=[N:39][N:38]=3)=[CH:27][CH:26]=2)[C:22]2[C:61]([C:65]([O:67][C:68]([O:70][C:71]([O:10][CH2:9][CH2:8][CH2:7][CH2:6][CH:5]([O:11][N+:12]([O-:14])=[O:13])[CH2:4][O:3][N+:1]([O-:15])=[O:2])=[O:72])([CH3:83])[CH3:69])=[O:66])=[CH:62][CH:63]=[CH:64][C:21]=2[N:20]=1)[CH3:17]. Given the reactants [N+:1]([O-:15])([O:3][CH2:4][CH:5]([O:11][N+:12]([O-:14])=[O:13])[CH2:6][CH2:7][CH2:8][CH2:9][OH:10])=[O:2].[CH2:16]([O:18][C:19]1[N:23]([CH2:24][C:25]2[CH:30]=[CH:29][C:28]([C:31]3[CH:36]=[CH:35][CH:34]=[CH:33][C:32]=3[C:37]3[N:41]([C:42]([C:55]4[CH:60]=[CH:59][CH:58]=[CH:57][CH:56]=4)([C:49]4[CH:54]=[CH:53][CH:52]=[CH:51][CH:50]=4)[C:43]4[CH:48]=[CH:47][CH:46]=[CH:45][CH:44]=4)[N:40]=[N:39][N:38]=3)=[CH:27][CH:26]=2)[C:22]2[C:61]([C:65]([O:67][C:68]([CH3:83])([O:70][C:71](OC3C=CC([N+]([O-])=O)=CC=3)=[O:72])[CH3:69])=[O:66])=[CH:62][CH:63]=[CH:64][C:21]=2[N:20]=1)[CH3:17], predict the reaction product.